From a dataset of Peptide-MHC class I binding affinity with 185,985 pairs from IEDB/IMGT. Regression. Given a peptide amino acid sequence and an MHC pseudo amino acid sequence, predict their binding affinity value. This is MHC class I binding data. (1) The peptide sequence is RSQGENPTWK. The MHC is Mamu-B8301 with pseudo-sequence Mamu-B8301. The binding affinity (normalized) is 1.00. (2) The peptide sequence is YSDPKRFFL. The MHC is HLA-A26:01 with pseudo-sequence HLA-A26:01. The binding affinity (normalized) is 0. (3) The peptide sequence is HLTRVGPYL. The MHC is HLA-A26:01 with pseudo-sequence HLA-A26:01. The binding affinity (normalized) is 0.0847. (4) The peptide sequence is MPSMKRFRKE. The MHC is HLA-B51:01 with pseudo-sequence HLA-B51:01. The binding affinity (normalized) is 0.